From a dataset of Catalyst prediction with 721,799 reactions and 888 catalyst types from USPTO. Predict which catalyst facilitates the given reaction. (1) The catalyst class is: 15. Reactant: [CH3:1][C:2]1[C:3]2[CH:4]=[C:5]([OH:35])[CH:6]=[CH:7][C:8]=2[N:9]([CH2:18][C:19]2[CH:20]=[CH:21][C:22]([O:25][CH2:26][CH2:27][N:28]3[CH2:34][CH2:33][CH2:32][CH2:31][CH2:30][CH2:29]3)=[CH:23][CH:24]=2)[C:10]=1[C:11]1[CH:12]=[CH:13][C:14]([OH:17])=[CH:15][CH:16]=1.[C:36]([O:40]C)([CH3:39])(C)C. Product: [CH3:1][C:2]1[C:3]2[CH:4]=[C:5]([OH:35])[CH:6]=[CH:7][C:8]=2[N:9]([CH2:18][C:19]2[CH:24]=[CH:23][C:22]([O:25][CH2:26][CH2:27][N:28]3[CH2:29][CH2:30][CH2:31][CH2:32][CH2:33][CH2:34]3)=[CH:21][CH:20]=2)[C:10]=1[C:11]1[CH:12]=[CH:13][C:14]([OH:17])=[CH:15][CH:16]=1.[CH3:39][C:36]([OH:40])=[O:17]. (2) Reactant: [Br:1]Br.[CH:3]1([C:6]2[CH:11]=[CH:10][CH:9]=[CH:8][CH:7]=2)[CH2:5][CH2:4]1.S([O-])([O-])=O.[Na+].[Na+].O. Product: [Br:1][C:9]1[CH:10]=[CH:11][C:6]([CH:3]2[CH2:5][CH2:4]2)=[CH:7][CH:8]=1. The catalyst class is: 22.